This data is from NCI-60 drug combinations with 297,098 pairs across 59 cell lines. The task is: Regression. Given two drug SMILES strings and cell line genomic features, predict the synergy score measuring deviation from expected non-interaction effect. (1) Drug 1: CC12CCC3C(C1CCC2O)C(CC4=C3C=CC(=C4)O)CCCCCCCCCS(=O)CCCC(C(F)(F)F)(F)F. Drug 2: CN(CCCl)CCCl.Cl. Cell line: K-562. Synergy scores: CSS=34.7, Synergy_ZIP=-2.89, Synergy_Bliss=-1.34, Synergy_Loewe=5.07, Synergy_HSA=2.84. (2) Drug 1: C1=CC(=CC=C1CCC2=CNC3=C2C(=O)NC(=N3)N)C(=O)NC(CCC(=O)O)C(=O)O. Drug 2: CC1CCC2CC(C(=CC=CC=CC(CC(C(=O)C(C(C(=CC(C(=O)CC(OC(=O)C3CCCCN3C(=O)C(=O)C1(O2)O)C(C)CC4CCC(C(C4)OC)OCCO)C)C)O)OC)C)C)C)OC. Cell line: MALME-3M. Synergy scores: CSS=27.6, Synergy_ZIP=-1.95, Synergy_Bliss=-1.14, Synergy_Loewe=4.44, Synergy_HSA=4.89. (3) Drug 1: CS(=O)(=O)C1=CC(=C(C=C1)C(=O)NC2=CC(=C(C=C2)Cl)C3=CC=CC=N3)Cl. Drug 2: COC1=NC(=NC2=C1N=CN2C3C(C(C(O3)CO)O)O)N. Cell line: PC-3. Synergy scores: CSS=-0.660, Synergy_ZIP=0.700, Synergy_Bliss=0.255, Synergy_Loewe=-2.01, Synergy_HSA=-1.24. (4) Drug 1: CS(=O)(=O)OCCCCOS(=O)(=O)C. Drug 2: C1CN(P(=O)(OC1)NCCCl)CCCl. Cell line: HS 578T. Synergy scores: CSS=11.2, Synergy_ZIP=-3.44, Synergy_Bliss=-2.77, Synergy_Loewe=3.76, Synergy_HSA=-1.18. (5) Drug 1: CS(=O)(=O)CCNCC1=CC=C(O1)C2=CC3=C(C=C2)N=CN=C3NC4=CC(=C(C=C4)OCC5=CC(=CC=C5)F)Cl. Drug 2: CCC1(CC2CC(C3=C(CCN(C2)C1)C4=CC=CC=C4N3)(C5=C(C=C6C(=C5)C78CCN9C7C(C=CC9)(C(C(C8N6C)(C(=O)OC)O)OC(=O)C)CC)OC)C(=O)OC)O.OS(=O)(=O)O. Cell line: SF-539. Synergy scores: CSS=25.3, Synergy_ZIP=4.90, Synergy_Bliss=9.37, Synergy_Loewe=-59.1, Synergy_HSA=9.07.